This data is from Full USPTO retrosynthesis dataset with 1.9M reactions from patents (1976-2016). The task is: Predict the reactants needed to synthesize the given product. (1) Given the product [CH3:43][O:42][C:40]1[CH:41]=[C:36]([NH:35][C:32]2[N:33]=[N:34][C:29]([CH:27]([NH:26][C:61]([CH:55]3[CH2:60][CH2:59][CH2:58][CH2:57][CH2:56]3)=[O:62])[CH3:28])=[CH:30][N:31]=2)[CH:37]=[C:38]([O:46][CH3:47])[C:39]=1[O:44][CH3:45], predict the reactants needed to synthesize it. The reactants are: COC1C=CC(NC2N=NC(C(NC(C3OC=CC=3)=O)C)=CN=2)=CC=1.[NH2:26][CH:27]([C:29]1[N:34]=[N:33][C:32]([NH:35][C:36]2[CH:41]=[C:40]([O:42][CH3:43])[C:39]([O:44][CH3:45])=[C:38]([O:46][CH3:47])[CH:37]=2)=[N:31][CH:30]=1)[CH3:28].C(N(CC)CC)C.[CH:55]1([C:61](Cl)=[O:62])[CH2:60][CH2:59][CH2:58][CH2:57][CH2:56]1. (2) Given the product [C:1]([O:4][C@@H:5]1[C@@H:13]([C@@:14]2([CH3:41])[CH2:19][CH2:18][C@H:17]([OH:20])[CH2:16][C@@H:15]2[CH2:21][CH2:22][O:23][Si:24]([C:37]([CH3:40])([CH3:39])[CH3:38])([C:25]2[CH:26]=[CH:27][CH:28]=[CH:29][CH:30]=2)[C:31]2[CH:36]=[CH:35][CH:34]=[CH:33][CH:32]=2)[CH2:12][CH2:11][C@@:10]2([CH3:42])[C@H:6]1[CH2:7][CH2:8][C:9]2=[O:43])(=[O:3])[CH3:2], predict the reactants needed to synthesize it. The reactants are: [C:1]([O:4][C@@H:5]1[C@@H:13]([C@@:14]2([CH3:41])[CH2:19][CH2:18][C@H:17]([OH:20])[CH2:16][C@@H:15]2[CH2:21][CH2:22][O:23][Si:24]([C:37]([CH3:40])([CH3:39])[CH3:38])([C:31]2[CH:36]=[CH:35][CH:34]=[CH:33][CH:32]=2)[C:25]2[CH:30]=[CH:29][CH:28]=[CH:27][CH:26]=2)[CH2:12][CH2:11][C@@:10]2([CH3:42])[C@H:6]1[CH2:7][CH2:8][C:9]12OCC[O:43]1)(=[O:3])[CH3:2].C1COCC1. (3) Given the product [Cl:1][C:2]1[CH:7]=[CH:6][C:5]([C:8]2[N:12]([C:13]3[CH:18]=[CH:17][C:16]([Cl:19])=[CH:15][C:14]=3[Cl:20])[N:11]=[C:10]([C:21]([N:23]3[CH2:24][CH2:25][CH:26]([NH:29][S:39]([CH3:38])(=[O:41])=[O:40])[CH2:27][CH2:28]3)=[O:22])[C:9]=2[CH3:30])=[CH:4][CH:3]=1, predict the reactants needed to synthesize it. The reactants are: [Cl:1][C:2]1[CH:7]=[CH:6][C:5]([C:8]2[N:12]([C:13]3[CH:18]=[CH:17][C:16]([Cl:19])=[CH:15][C:14]=3[Cl:20])[N:11]=[C:10]([C:21]([N:23]3[CH2:28][CH2:27][CH:26]([NH2:29])[CH2:25][CH2:24]3)=[O:22])[C:9]=2[CH3:30])=[CH:4][CH:3]=1.C(N(CC)CC)C.[CH3:38][S:39](Cl)(=[O:41])=[O:40]. (4) Given the product [O:16]=[C:17]([C:24]1[O:25][C:26]([C:29]2[CH:34]=[CH:33][CH:32]=[CH:31][N:30]=2)=[CH:27][N:28]=1)[CH2:18][CH2:19][CH2:20][CH2:21][C:22]#[C:23][C:4]1[CH:5]=[CH:6][CH:7]=[C:2]([Cl:1])[CH:3]=1, predict the reactants needed to synthesize it. The reactants are: [Cl:1][C:2]1[CH:7]=[CH:6][CH:5]=[C:4](I)[CH:3]=1.CCN(CC)CC.[O:16]=[C:17]([C:24]1[O:25][C:26]([C:29]2[CH:34]=[CH:33][CH:32]=[CH:31][N:30]=2)=[CH:27][N:28]=1)[CH2:18][CH2:19][CH2:20][CH2:21][C:22]#[CH:23]. (5) Given the product [CH3:1][O:2][CH2:3][CH2:4][CH2:5][CH2:6][N:7]1[C:15]2[C:14](=[O:16])[CH2:13][CH2:12][CH2:11][C:10]=2[CH:9]=[C:8]1[C:17]([N:23]([CH2:22][CH:21]([CH3:45])[CH3:20])[C@H:24]1[CH2:29][C@@H:28]([C:30]([N:32]2[CH2:37][CH2:36][O:35][CH2:34][CH2:33]2)=[O:31])[CH2:27][N:26]([C:38]([O:40][C:41]([CH3:42])([CH3:43])[CH3:44])=[O:39])[CH2:25]1)=[O:19], predict the reactants needed to synthesize it. The reactants are: [CH3:1][O:2][CH2:3][CH2:4][CH2:5][CH2:6][N:7]1[C:15]2[C:14](=[O:16])[CH2:13][CH2:12][CH2:11][C:10]=2[CH:9]=[C:8]1[C:17]([OH:19])=O.[CH3:20][CH:21]([CH3:45])[CH2:22][NH:23][C@H:24]1[CH2:29][C@@H:28]([C:30]([N:32]2[CH2:37][CH2:36][O:35][CH2:34][CH2:33]2)=[O:31])[CH2:27][N:26]([C:38]([O:40][C:41]([CH3:44])([CH3:43])[CH3:42])=[O:39])[CH2:25]1.C(N(CC)C(C)C)(C)C.F[P-](F)(F)(F)(F)F.ClC(N(C)C)=[N+](C)C.